This data is from NCI-60 drug combinations with 297,098 pairs across 59 cell lines. The task is: Regression. Given two drug SMILES strings and cell line genomic features, predict the synergy score measuring deviation from expected non-interaction effect. (1) Drug 1: CC12CCC3C(C1CCC2=O)CC(=C)C4=CC(=O)C=CC34C. Drug 2: C1CNP(=O)(OC1)N(CCCl)CCCl. Cell line: SK-MEL-2. Synergy scores: CSS=32.5, Synergy_ZIP=0.000851, Synergy_Bliss=0.784, Synergy_Loewe=-16.1, Synergy_HSA=0.262. (2) Drug 1: C1CN(P(=O)(OC1)NCCCl)CCCl. Drug 2: C(CCl)NC(=O)N(CCCl)N=O. Cell line: K-562. Synergy scores: CSS=18.5, Synergy_ZIP=-12.9, Synergy_Bliss=-16.2, Synergy_Loewe=-18.1, Synergy_HSA=-11.3. (3) Drug 2: CN1C2=C(C=C(C=C2)N(CCCl)CCCl)N=C1CCCC(=O)O.Cl. Cell line: SR. Drug 1: C1CCC(C1)C(CC#N)N2C=C(C=N2)C3=C4C=CNC4=NC=N3. Synergy scores: CSS=69.8, Synergy_ZIP=13.1, Synergy_Bliss=12.5, Synergy_Loewe=1.24, Synergy_HSA=11.9. (4) Drug 1: CCC1=CC2CC(C3=C(CN(C2)C1)C4=CC=CC=C4N3)(C5=C(C=C6C(=C5)C78CCN9C7C(C=CC9)(C(C(C8N6C)(C(=O)OC)O)OC(=O)C)CC)OC)C(=O)OC.C(C(C(=O)O)O)(C(=O)O)O. Drug 2: C1CCC(CC1)NC(=O)N(CCCl)N=O. Cell line: SW-620. Synergy scores: CSS=45.4, Synergy_ZIP=-9.61, Synergy_Bliss=-7.18, Synergy_Loewe=-25.0, Synergy_HSA=-5.69. (5) Drug 1: CN(C)C1=NC(=NC(=N1)N(C)C)N(C)C. Drug 2: C1CC(=O)NC(=O)C1N2C(=O)C3=CC=CC=C3C2=O. Cell line: A549. Synergy scores: CSS=-8.99, Synergy_ZIP=0.847, Synergy_Bliss=-5.29, Synergy_Loewe=-8.32, Synergy_HSA=-9.29. (6) Drug 1: CC1=CC2C(CCC3(C2CCC3(C(=O)C)OC(=O)C)C)C4(C1=CC(=O)CC4)C. Drug 2: CCC1(CC2CC(C3=C(CCN(C2)C1)C4=CC=CC=C4N3)(C5=C(C=C6C(=C5)C78CCN9C7C(C=CC9)(C(C(C8N6C=O)(C(=O)OC)O)OC(=O)C)CC)OC)C(=O)OC)O.OS(=O)(=O)O. Cell line: RXF 393. Synergy scores: CSS=41.7, Synergy_ZIP=8.48, Synergy_Bliss=14.0, Synergy_Loewe=-76.7, Synergy_HSA=9.23. (7) Drug 1: C1CC(=O)NC(=O)C1N2CC3=C(C2=O)C=CC=C3N. Drug 2: B(C(CC(C)C)NC(=O)C(CC1=CC=CC=C1)NC(=O)C2=NC=CN=C2)(O)O. Cell line: A498. Synergy scores: CSS=-0.633, Synergy_ZIP=-4.73, Synergy_Bliss=-9.72, Synergy_Loewe=-8.64, Synergy_HSA=-8.63. (8) Drug 1: CCCCC(=O)OCC(=O)C1(CC(C2=C(C1)C(=C3C(=C2O)C(=O)C4=C(C3=O)C=CC=C4OC)O)OC5CC(C(C(O5)C)O)NC(=O)C(F)(F)F)O. Drug 2: B(C(CC(C)C)NC(=O)C(CC1=CC=CC=C1)NC(=O)C2=NC=CN=C2)(O)O. Cell line: T-47D. Synergy scores: CSS=59.6, Synergy_ZIP=-2.85, Synergy_Bliss=-4.96, Synergy_Loewe=-11.5, Synergy_HSA=-1.93. (9) Drug 1: C1CC(=O)NC(=O)C1N2CC3=C(C2=O)C=CC=C3N. Drug 2: CCC1(CC2CC(C3=C(CCN(C2)C1)C4=CC=CC=C4N3)(C5=C(C=C6C(=C5)C78CCN9C7C(C=CC9)(C(C(C8N6C)(C(=O)OC)O)OC(=O)C)CC)OC)C(=O)OC)O.OS(=O)(=O)O. Cell line: K-562. Synergy scores: CSS=5.17, Synergy_ZIP=0.740, Synergy_Bliss=-3.11, Synergy_Loewe=-60.8, Synergy_HSA=-2.63. (10) Drug 1: CN1C(=O)N2C=NC(=C2N=N1)C(=O)N. Drug 2: CN1C2=C(C=C(C=C2)N(CCCl)CCCl)N=C1CCCC(=O)O.Cl. Cell line: SF-539. Synergy scores: CSS=2.21, Synergy_ZIP=-2.80, Synergy_Bliss=-5.06, Synergy_Loewe=-1.54, Synergy_HSA=-4.59.